Dataset: Reaction yield outcomes from USPTO patents with 853,638 reactions. Task: Predict the reaction yield, written as a fraction of the theoretical maximum amount of product (1.0 means a 100% yield; for example, 0.34 means a 34% yield). (1) The reactants are [F:1][C:2]1[CH:7]=[CH:6][C:5]([N+:8]([O-:10])=[O:9])=[C:4](F)[CH:3]=1.[C:12]([NH:19][CH:20]1[CH2:25][CH2:24][NH:23][CH2:22][CH2:21]1)([O:14][C:15]([CH3:18])([CH3:17])[CH3:16])=[O:13]. No catalyst specified. The product is [F:1][C:2]1[CH:7]=[CH:6][C:5]([N+:8]([O-:10])=[O:9])=[C:4]([N:23]2[CH2:22][CH2:21][CH:20]([NH:19][C:12](=[O:13])[O:14][C:15]([CH3:17])([CH3:16])[CH3:18])[CH2:25][CH2:24]2)[CH:3]=1. The yield is 0.930. (2) The reactants are [N:1]1[CH:6]=[CH:5][CH:4]=[CH:3][C:2]=1[S:7][C:8]1[CH:9]=[C:10]([O:16][C:17]2[C:18]([CH3:24])=[N:19][N:20]([CH3:23])[C:21]=2[CH3:22])[C:11]([C:14]#[N:15])=[N:12][CH:13]=1.S(=O)(=O)(O)[OH:26].[OH-].[Na+]. The catalyst is O. The product is [N:1]1[CH:6]=[CH:5][CH:4]=[CH:3][C:2]=1[S:7][C:8]1[CH:9]=[C:10]([O:16][C:17]2[C:18]([CH3:24])=[N:19][N:20]([CH3:23])[C:21]=2[CH3:22])[C:11]([C:14]([NH2:15])=[O:26])=[N:12][CH:13]=1. The yield is 0.890. (3) The reactants are [CH3:1][N:2]([C@@H:12]1[C@H:17]([CH3:18])[CH2:16][CH2:15][NH:14][CH2:13]1)[C:3]1[C:4]2[CH:11]=[CH:10][NH:9][C:5]=2[N:6]=[CH:7][N:8]=1.[C:19](Cl)(=[O:21])[CH3:20]. The catalyst is ClCCl.N1C=CC=CC=1. The product is [CH3:18][C@@H:17]1[CH2:16][CH2:15][N:14]([C:19](=[O:21])[CH3:20])[CH2:13][C@@H:12]1[N:2]([CH3:1])[C:3]1[C:4]2[CH:11]=[CH:10][NH:9][C:5]=2[N:6]=[CH:7][N:8]=1. The yield is 0.150. (4) The reactants are [OH:1][C:2]1[CH:11]=[C:10]2[C:5]([CH:6]=[C:7]([C:16]([O:18][CH2:19][CH3:20])=[O:17])[CH:8]([C:12]([F:15])([F:14])[F:13])[O:9]2)=[CH:4][CH:3]=1.F[C:22]1[CH:27]=[CH:26][C:25]([N+:28]([O-:30])=[O:29])=[CH:24][C:23]=1[F:31].C(=O)([O-])[O-].[Cs+].[Cs+]. The catalyst is CN(C=O)C. The product is [F:31][C:23]1[CH:24]=[C:25]([N+:28]([O-:30])=[O:29])[CH:26]=[CH:27][C:22]=1[O:1][C:2]1[CH:11]=[C:10]2[C:5]([CH:6]=[C:7]([C:16]([O:18][CH2:19][CH3:20])=[O:17])[CH:8]([C:12]([F:15])([F:13])[F:14])[O:9]2)=[CH:4][CH:3]=1. The yield is 0.840. (5) The catalyst is CS(C)=O. The yield is 0.640. The product is [CH2:46]([C:45]([O:27][NH:26][C:25]([C:22]1[CH:21]=[CH:20][C:19]([NH:18][C:16](=[O:17])[CH2:15][CH2:14][CH2:13][C:12]([NH:11][C:8]2[CH:7]=[CH:6][C:5]([C:3](=[NH:4])[NH:2][O:1][C:16]([CH2:15][CH2:14][CH2:13][CH2:35][CH3:36])=[O:17])=[CH:10][CH:9]=2)=[O:29])=[CH:24][CH:23]=1)=[NH:28])=[O:44])[CH2:47][CH2:48][CH2:49][CH3:50]. The reactants are [OH:1][NH:2][C:3]([C:5]1[CH:10]=[CH:9][C:8]([NH:11][C:12](=[O:29])[CH2:13][CH2:14][CH2:15][C:16]([NH:18][C:19]2[CH:24]=[CH:23][C:22]([C:25](=[NH:28])[NH:26][OH:27])=[CH:21][CH:20]=2)=[O:17])=[CH:7][CH:6]=1)=[NH:4].C(N([CH2:35][CH3:36])CC)C.C([O:44][C:45](=O)[CH2:46][CH2:47][CH2:48][CH2:49][CH3:50])(=O)CCCCC.